This data is from Reaction yield outcomes from USPTO patents with 853,638 reactions. The task is: Predict the reaction yield, written as a fraction of the theoretical maximum amount of product (1.0 means a 100% yield; for example, 0.34 means a 34% yield). (1) The reactants are [Br:1][C:2]1[CH:3]=[C:4]([Cl:9])[C:5](Cl)=[N:6][CH:7]=1.[H-].[Na+].[Cl:12][C:13]1[CH:19]=[CH:18][C:16]([NH2:17])=[CH:15][CH:14]=1. The catalyst is C1COCC1. The product is [Br:1][C:2]1[CH:3]=[C:4]([Cl:9])[C:5]([NH:17][C:16]2[CH:18]=[CH:19][C:13]([Cl:12])=[CH:14][CH:15]=2)=[N:6][CH:7]=1. The yield is 0.680. (2) The reactants are [N+](=CC(OCC)=O)=[N-].C(=O)=O.CC(C)=O.[CH2:16]([O:18][C:19]([CH:21]1[CH2:23][C:22]1(Cl)[F:24])=[O:20])[CH3:17]. The catalyst is ClCCl. The product is [CH2:16]([O:18][C:19]([C@@H:21]1[CH2:23][C@@H:22]1[F:24])=[O:20])[CH3:17]. The yield is 0.860. (3) The reactants are [N+:1]([C:4]1[CH:5]=[CH:6][C:7]2[O:13][CH2:12][CH2:11][C:10](=[O:14])[NH:9][C:8]=2[CH:15]=1)([O-])=O.CO. The catalyst is [Pd]. The product is [NH2:1][C:4]1[CH:5]=[CH:6][C:7]2[O:13][CH2:12][CH2:11][C:10](=[O:14])[NH:9][C:8]=2[CH:15]=1. The yield is 0.700. (4) The reactants are [CH3:1][C:2]1[CH:7]=[CH:6][N:5]=[CH:4][C:3]=1[C:8]1[CH:17]=[C:16]2[C:11]([CH:12]=[C:13]([NH:18]C(=O)OC(C)(C)C)[N:14]=[CH:15]2)=[CH:10][N:9]=1.FC(F)(F)C(O)=O. The catalyst is ClCCCl. The product is [CH3:1][C:2]1[CH:7]=[CH:6][N:5]=[CH:4][C:3]=1[C:8]1[CH:17]=[C:16]2[C:11]([CH:12]=[C:13]([NH2:18])[N:14]=[CH:15]2)=[CH:10][N:9]=1. The yield is 0.990. (5) The reactants are [CH2:1]([OH:3])[CH3:2].[CH3:4][N:5]([CH2:32][CH2:33][N:34]1[CH2:39][CH2:38][O:37][CH2:36][CH2:35]1)[C:6]1[S:7][CH:8]=[C:9]([C:11]2[CH:31]=[CH:30][C:14]([O:15][CH2:16][CH2:17][CH2:18][CH2:19][CH2:20][O:21][C:22]3[CH:29]=[CH:28][C:25]([C:26]#[N:27])=[CH:24][CH:23]=3)=[CH:13][CH:12]=2)[N:10]=1.C=O.[NH:42]1[CH2:47]CO[CH2:44][CH2:43]1. The catalyst is C(OCC)(=O)C. The product is [CH3:4][N:5]([CH2:32][CH2:33][N:34]1[CH2:39][CH2:38][O:37][CH2:36][CH2:35]1)[C:6]1[S:7][C:8]([CH2:47][N:42]2[CH2:43][CH2:44][O:3][CH2:1][CH2:2]2)=[C:9]([C:11]2[CH:31]=[CH:30][C:14]([O:15][CH2:16][CH2:17][CH2:18][CH2:19][CH2:20][O:21][C:22]3[CH:29]=[CH:28][C:25]([C:26]#[N:27])=[CH:24][CH:23]=3)=[CH:13][CH:12]=2)[N:10]=1. The yield is 0.640. (6) The reactants are [AlH4-].[Li+].[NH2:3][C@H:4]1[C:12]2[C:7](=[CH:8][CH:9]=[CH:10][CH:11]=2)[CH2:6][C@H:5]1[C:13]([N:15]([CH3:17])[CH3:16])=O. The catalyst is C1COCC1. The product is [CH3:17][N:15]([CH2:13][C@@H:5]1[CH2:6][C:7]2[C:12](=[CH:11][CH:10]=[CH:9][CH:8]=2)[C@@H:4]1[NH2:3])[CH3:16]. The yield is 0.950. (7) The reactants are [CH3:1][O:2][C:3]1[C:4]([CH:9]=O)=[N:5][CH:6]=[CH:7][N:8]=1.[CH:11]1([CH2:17][O:18][C:19]2[CH:24]=[CH:23][CH:22]=[CH:21][C:20]=2/[CH:25]=[CH:26]/[CH:27]2[CH2:32][CH2:31][NH:30][CH2:29][CH2:28]2)[CH2:16][CH2:15][CH2:14][CH2:13][CH2:12]1.C(O[BH-](OC(=O)C)OC(=O)C)(=O)C.[Na+].C(=O)([O-])[O-].[Na+].[Na+]. The catalyst is ClCCCl.C(O)(=O)C.C(OCC)(=O)C. The product is [CH:11]1([CH2:17][O:18][C:19]2[CH:24]=[CH:23][CH:22]=[CH:21][C:20]=2/[CH:25]=[CH:26]/[CH:27]2[CH2:32][CH2:31][N:30]([CH2:9][C:4]3[C:3]([O:2][CH3:1])=[N:8][CH:7]=[CH:6][N:5]=3)[CH2:29][CH2:28]2)[CH2:12][CH2:13][CH2:14][CH2:15][CH2:16]1. The yield is 0.770.